From a dataset of Full USPTO retrosynthesis dataset with 1.9M reactions from patents (1976-2016). Predict the reactants needed to synthesize the given product. (1) Given the product [F:11][C:12]([F:17])([F:16])[C:13]([O:15][CH:8]([CH2:9][CH3:10])[CH3:7])=[O:14], predict the reactants needed to synthesize it. The reactants are: C=C.C(O)(=O)C.[CH2:7]=[CH:8][CH2:9][CH3:10].[F:11][C:12]([F:17])([F:16])[C:13]([OH:15])=[O:14]. (2) Given the product [CH:10]([O:9][CH2:8][CH2:7][CH2:1][CH2:2][OH:18])=[CH2:11].[CH2:1]([CH:7]=[CH:8][O:9][CH2:10][CH3:11])[CH2:2][CH2:3][CH2:4][CH2:5][CH3:6], predict the reactants needed to synthesize it. The reactants are: [CH2:1]([CH:7]=[CH:8][O:9][CH2:10][CH3:11])[CH2:2][CH2:3][CH2:4][CH2:5][CH3:6].CO.N(C(C)(C)C(OC)=O)=NC(C)(C)C(OC)=[O:18]. (3) Given the product [CH3:36][O:35][C:31]1[CH:32]=[C:33]([C:6]2[N:5]([C:7]3[CH:12]=[CH:11][N:10]=[C:9]([N:13]4[CH2:18][CH2:17][O:16][CH2:15][CH2:14]4)[N:8]=3)[CH:4]=[N:3][CH:2]=2)[CH:34]=[C:29]([O:28][CH3:27])[C:30]=1[OH:37], predict the reactants needed to synthesize it. The reactants are: Br[C:2]1[N:3]=[CH:4][N:5]([C:7]2[CH:12]=[CH:11][N:10]=[C:9]([N:13]3[CH2:18][CH2:17][O:16][CH2:15][CH2:14]3)[N:8]=2)[CH:6]=1.P([O-])([O-])([O-])=O.[K+].[K+].[K+].[CH3:27][O:28][C:29]1[CH:34]=[CH:33][CH:32]=[C:31]([O:35][CH3:36])[C:30]=1[OH:37].B(O)O. (4) Given the product [NH2:13][C:9]1[CH:8]=[CH:7][C:6]([C:16]2[CH2:21][CH2:20][CH:19]([C:22]([O:24][CH2:25][CH3:26])=[O:23])[CH2:18][CH:17]=2)=[C:5]2[C:10]=1[C:11](=[O:12])[C:2]([CH3:1])=[CH:3][NH:4]2, predict the reactants needed to synthesize it. The reactants are: [CH3:1][C:2]1[C:11](=[O:12])[C:10]2[C:5](=[C:6]([C:16]3[CH2:21][CH2:20][CH:19]([C:22]([O:24][CH2:25][CH3:26])=[O:23])[CH2:18][CH:17]=3)[CH:7]=[CH:8][C:9]=2[N+:13]([O-])=O)[NH:4][CH:3]=1.Cl[Sn]Cl. (5) Given the product [C:16]([CH2:15][N:3]1[C:2](=[O:1])[CH:7]=[CH:6][C:5]([CH:8]2[CH2:13][CH2:12][CH:11]([N:18]3[CH2:21][CH:20]([NH:22][C:23]([CH2:25][NH:26][C:27](=[O:38])[C:28]4[CH:33]=[CH:32][CH:31]=[C:30]([C:34]([F:37])([F:35])[F:36])[CH:29]=4)=[O:24])[CH2:19]3)[CH2:10][CH2:9]2)=[CH:4]1)#[N:17], predict the reactants needed to synthesize it. The reactants are: [O:1]=[C:2]1[CH:7]=[CH:6][C:5]([CH:8]2[CH2:13][CH2:12][C:11](=O)[CH2:10][CH2:9]2)=[CH:4][N:3]1[CH2:15][C:16]#[N:17].[NH:18]1[CH2:21][CH:20]([NH:22][C:23]([CH2:25][NH:26][C:27](=[O:38])[C:28]2[CH:33]=[CH:32][CH:31]=[C:30]([C:34]([F:37])([F:36])[F:35])[CH:29]=2)=[O:24])[CH2:19]1. (6) The reactants are: C[O:2][C:3](=[O:32])[C:4]1[CH:9]=[C:8]([NH:10][CH:11]2[CH2:16][CH2:15][N:14]([CH2:17][C:18]3[CH:23]=[C:22]([O:24][CH2:25][CH3:26])[C:21]([Cl:27])=[C:20]([O:28][CH2:29][CH3:30])[CH:19]=3)[CH2:13][CH2:12]2)[N:7]=[C:6]([Cl:31])[CH:5]=1.[Li+].[OH-].O.Cl. Given the product [Cl:31][C:6]1[CH:5]=[C:4]([CH:9]=[C:8]([NH:10][CH:11]2[CH2:16][CH2:15][N:14]([CH2:17][C:18]3[CH:23]=[C:22]([O:24][CH2:25][CH3:26])[C:21]([Cl:27])=[C:20]([O:28][CH2:29][CH3:30])[CH:19]=3)[CH2:13][CH2:12]2)[N:7]=1)[C:3]([OH:32])=[O:2], predict the reactants needed to synthesize it. (7) Given the product [Cl:23][C:17]1[CH:18]=[CH:19][CH:20]=[C:21]([Cl:22])[C:16]=1[S:15][C:3]1[CH:4]=[C:5]([NH:8][C:9]2[S:10][CH:11]=[C:12]([CH3:14])[N:13]=2)[N:6]=[CH:7][C:2]=1[OH:26], predict the reactants needed to synthesize it. The reactants are: Br[C:2]1[C:3]([S:15][C:16]2[C:21]([Cl:22])=[CH:20][CH:19]=[CH:18][C:17]=2[Cl:23])=[CH:4][C:5]([NH:8][C:9]2[S:10][CH:11]=[C:12]([CH3:14])[N:13]=2)=[N:6][CH:7]=1.CC1(C)C(C)(C)OB(B2OC(C)(C)C(C)(C)O2)[O:26]1.C1(P(C2CCCC2)C2CCCC2)CCCC1.[F-].[Cs+]. (8) Given the product [OH:1][N:2]1[C:7]([CH3:9])([CH3:8])[CH2:6][CH:5]([NH:13][CH2:14][CH2:15][NH:16][CH2:17][CH2:18][NH:19][CH:5]2[CH2:6][C:7]([CH3:8])([CH3:9])[N:2]([OH:1])[C:3]([CH3:12])([CH3:11])[CH2:4]2)[CH2:4][C:3]1([CH3:12])[CH3:11], predict the reactants needed to synthesize it. The reactants are: [OH:1][N:2]1[C:7]([CH3:9])([CH3:8])[CH2:6][C:5](=O)[CH2:4][C:3]1([CH3:12])[CH3:11].[NH2:13][CH2:14][CH2:15][NH:16][CH2:17][CH2:18][NH2:19].[H][H].